Dataset: Forward reaction prediction with 1.9M reactions from USPTO patents (1976-2016). Task: Predict the product of the given reaction. (1) Given the reactants C(N=C=NC(C)C)(C)C.[CH:10]1[C:16](=[O:17])[NH:15][C:13](=[O:14])[N:12]([C@@H:18]2[O:22][C@H:21]([CH2:23][O:24][P:25]([O:28][P:29]([O:32][P:33]([OH:36])([OH:35])=[O:34])([OH:31])=[O:30])([OH:27])=[O:26])[C@@H:20]([OH:37])[C@H:19]2[OH:38])[CH:11]=1.C(N(CCCC)CCCC)CCC.C(N(CCCC)CCCC)CCC.[Cl-].[Mg+2].[Cl-].C1C(=O)NC(=O)N([C@@H]2O[C@H](COP(OP(OP(OP(OC[C@H]3O[C@@H](N4C(=O)NC(=O)C=C4)[C@H](O)[C@@H]3O)([O-])=O)([O-])=O)([O-])=O)([O-])=O)[C@@H](O)[C@H]2O)C=1.[Na+].[Na+].[Na+].[Na+], predict the reaction product. The product is: [CH:10]1[C:16](=[O:17])[NH:15][C:13](=[O:14])[N:12]([C@@H:18]2[O:22][C@H:21]([CH2:23][O:24][P:25]([O:28][P:29]([O:32][P:33]([OH:35])([OH:36])=[O:34])([OH:31])=[O:30])([OH:27])=[O:26])[C@@H:20]([OH:37])[C@H:19]2[OH:38])[CH:11]=1. (2) Given the reactants [C:1]([O:5][C:6]([N:8]1[CH2:13][CH2:12][CH:11]([NH:14][C:15]2[O:16][C:17]3[CH:23]=[CH:22][C:21]([OH:24])=[CH:20][C:18]=3[N:19]=2)[CH2:10][CH2:9]1)=[O:7])([CH3:4])([CH3:3])[CH3:2].[CH3:25][S:26][CH2:27][CH2:28][CH2:29]O.C1(P(C2C=CC=CC=2)C2C=CC=CC=2)C=CC=CC=1.N(C(OC(C)(C)C)=O)=NC(OC(C)(C)C)=O, predict the reaction product. The product is: [C:1]([O:5][C:6]([N:8]1[CH2:13][CH2:12][CH:11]([NH:14][C:15]2[O:16][C:17]3[CH:23]=[CH:22][C:21]([O:24][CH2:29][CH2:28][CH2:27][S:26][CH3:25])=[CH:20][C:18]=3[N:19]=2)[CH2:10][CH2:9]1)=[O:7])([CH3:4])([CH3:2])[CH3:3].